From a dataset of Full USPTO retrosynthesis dataset with 1.9M reactions from patents (1976-2016). Predict the reactants needed to synthesize the given product. Given the product [C:28]1([N:27]2[C:13](=[O:15])[C:3]3[S:4][CH:5]=[C:6]([C:7]4[CH:8]=[CH:9][CH:10]=[CH:11][CH:12]=4)[C:2]=3[N:1]=[CH:17]2)[CH:33]=[CH:32][CH:31]=[CH:30][CH:29]=1, predict the reactants needed to synthesize it. The reactants are: [NH2:1][C:2]1[C:6]([C:7]2[CH:12]=[CH:11][CH:10]=[CH:9][CH:8]=2)=[CH:5][S:4][C:3]=1[C:13]([O:15]C)=O.[CH:17](OCC)(OCC)OCC.[NH2:27][C:28]1[CH:33]=[CH:32][CH:31]=[CH:30][CH:29]=1.C(O)(=O)C.